From a dataset of Catalyst prediction with 721,799 reactions and 888 catalyst types from USPTO. Predict which catalyst facilitates the given reaction. Reactant: [Mn]([O-])(=O)(=O)=[O:2].[K+].[C:7]1([C:13]2[C:22]3[CH:21]=[CH:20][CH:19]=[CH:18][C:17]=3[C:16]3[NH:23][N:24]=[C:25]([CH3:26])[C:15]=3[N:14]=2)[CH:12]=[CH:11][CH:10]=[CH:9][CH:8]=1.[OH2:27]. Product: [C:7]1([C:13]2[C:22]3[CH:21]=[CH:20][CH:19]=[CH:18][C:17]=3[C:16]3[NH:23][N:24]=[C:25]([C:26]([OH:2])=[O:27])[C:15]=3[N:14]=2)[CH:8]=[CH:9][CH:10]=[CH:11][CH:12]=1. The catalyst class is: 17.